From a dataset of Catalyst prediction with 721,799 reactions and 888 catalyst types from USPTO. Predict which catalyst facilitates the given reaction. (1) Reactant: [C:1]([O:5][C:6]([N:8]1[CH2:13][CH2:12][N:11]([C:14]2[CH:19]=[CH:18][C:17]([Br:20])=[CH:16][C:15]=2[NH2:21])[CH2:10][CH2:9]1)=[O:7])([CH3:4])([CH3:3])[CH3:2].CCN(C(C)C)C(C)C.[C:31]1([C:41](Cl)=[O:42])[C:40]2[C:35](=[CH:36][CH:37]=[CH:38][CH:39]=2)[CH:34]=[CH:33][CH:32]=1. Product: [C:1]([O:5][C:6]([N:8]1[CH2:13][CH2:12][N:11]([C:14]2[CH:19]=[CH:18][C:17]([Br:20])=[CH:16][C:15]=2[NH:21][C:41]([C:31]2[C:40]3[C:35](=[CH:36][CH:37]=[CH:38][CH:39]=3)[CH:34]=[CH:33][CH:32]=2)=[O:42])[CH2:10][CH2:9]1)=[O:7])([CH3:4])([CH3:2])[CH3:3]. The catalyst class is: 124. (2) Product: [C:18]([NH:22][C:1]([CH:2]1[CH2:12][CH:6]2[CH2:7][CH:3]1[CH:10]=[CH:11]2)=[O:4])([CH3:21])([CH3:20])[CH3:19]. The catalyst class is: 69. Reactant: [C:1](Cl)(=[O:4])[CH:2]=[CH2:3].[C:6]1([CH3:12])[CH:11]=[CH:10]C=C[CH:7]=1.C1CC=CC=1.[C:18]([NH2:22])([CH3:21])([CH3:20])[CH3:19]. (3) Reactant: CO[C:3]1[CH:18]=[C:17]([C:19]([F:22])([F:21])[F:20])[CH:16]=[C:15](SC)[C:4]=1[C:5]([NH:7]C1CCCCC1=O)=[O:6].C(O)(=O)C.N1CCCC1.C(O[BH-](OC(=O)C)OC(=O)C)(=O)C.[Na+]. Product: [F:20][C:19]([F:21])([F:22])[C:17]1[CH:18]=[CH:3][C:4]([C:5]([NH2:7])=[O:6])=[CH:15][CH:16]=1. The catalyst class is: 7. (4) Reactant: P(Br)(Br)([Br:3])=O.[Cl:6][C:7]1[CH:8]=[C:9]2[C:14](=[CH:15][CH:16]=1)[N+:13]([O-])=[CH:12][C:11]([N+:18]([O-:20])=[O:19])=[C:10]2[C:21]([F:24])([F:23])[F:22]. Product: [Br:3][C:12]1[C:11]([N+:18]([O-:20])=[O:19])=[C:10]([C:21]([F:24])([F:23])[F:22])[C:9]2[C:14](=[CH:15][CH:16]=[C:7]([Cl:6])[CH:8]=2)[N:13]=1. The catalyst class is: 68. (5) Reactant: [C:1]([C:3]1[CH:8]=[CH:7][C:6]([C:9]2[N:13]3[CH:14]=[C:15]([C:18]4[CH:26]=[CH:25][C:21]([C:22]([OH:24])=O)=[CH:20][CH:19]=4)[CH:16]=[CH:17][C:12]3=[N:11][CH:10]=2)=[CH:5][CH:4]=1)#[N:2].CN(C(ON1N=NC2C=CC=NC1=2)=[N+](C)C)C.F[P-](F)(F)(F)(F)F.CN1CCOCC1.[CH2:58]([N:65]1[CH2:70][CH2:69][NH:68][CH2:67][CH2:66]1)[C:59]1[CH:64]=[CH:63][CH:62]=[CH:61][CH:60]=1. Product: [CH2:58]([N:65]1[CH2:70][CH2:69][N:68]([C:22]([C:21]2[CH:25]=[CH:26][C:18]([C:15]3[CH:16]=[CH:17][C:12]4[N:13]([C:9]([C:6]5[CH:5]=[CH:4][C:3]([C:1]#[N:2])=[CH:8][CH:7]=5)=[CH:10][N:11]=4)[CH:14]=3)=[CH:19][CH:20]=2)=[O:24])[CH2:67][CH2:66]1)[C:59]1[CH:60]=[CH:61][CH:62]=[CH:63][CH:64]=1. The catalyst class is: 18. (6) Reactant: [Cl:1][C:2]1[CH:3]=[CH:4][C:5]2[C:11](=[O:12])[CH2:10][CH2:9][CH2:8][NH:7][C:6]=2[CH:13]=1.N1C=CC=CC=1.Cl[C:21]([O:23][CH2:24][C:25]1[CH:30]=[CH:29][CH:28]=[CH:27][CH:26]=1)=[O:22]. Product: [Cl:1][C:2]1[CH:3]=[CH:4][C:5]2[C:11](=[O:12])[CH2:10][CH2:9][CH2:8][N:7]([C:21]([O:23][CH2:24][C:25]3[CH:30]=[CH:29][CH:28]=[CH:27][CH:26]=3)=[O:22])[C:6]=2[CH:13]=1. The catalyst class is: 2. (7) Reactant: C(C1C=CC(C2C=CC(CCN(C[C@H:26]([OH:33])[C:27]3[CH:32]=[CH:31][CH:30]=[CH:29][CH:28]=3)C(=O)OC(C)(C)C)=CC=2)=CC=1N(C(C)C)C)=O.OO.Cl([O-])=[O:42].[Na+]. Product: [C:26]([OH:33])(=[O:42])[C:27]1[CH:28]=[CH:29][CH:30]=[CH:31][CH:32]=1. The catalyst class is: 115.